Dataset: Reaction yield outcomes from USPTO patents with 853,638 reactions. Task: Predict the reaction yield, written as a fraction of the theoretical maximum amount of product (1.0 means a 100% yield; for example, 0.34 means a 34% yield). The reactants are Cl.[CH2:2]([S:4]([N:7]1[CH2:12][CH2:11][N:10]([CH2:13][C:14]2[S:18][C:17]([NH:19][C:20](=[O:35])[N:21]([CH:28]3[CH2:33][CH2:32][CH:31]([CH3:34])[CH2:30][CH2:29]3)[CH:22]3[CH2:27][CH2:26][NH:25][CH2:24][CH2:23]3)=[N:16][CH:15]=2)[CH2:9][CH2:8]1)(=[O:6])=[O:5])[CH3:3].[F:36][C:37]1[CH:45]=[CH:44][C:40]([C:41](Cl)=[O:42])=[CH:39][CH:38]=1. No catalyst specified. The product is [CH2:2]([S:4]([N:7]1[CH2:12][CH2:11][N:10]([CH2:13][C:14]2[S:18][C:17]([NH:19][C:20](=[O:35])[N:21]([CH:22]3[CH2:27][CH2:26][N:25]([C:41](=[O:42])[C:40]4[CH:44]=[CH:45][C:37]([F:36])=[CH:38][CH:39]=4)[CH2:24][CH2:23]3)[CH:28]3[CH2:29][CH2:30][CH:31]([CH3:34])[CH2:32][CH2:33]3)=[N:16][CH:15]=2)[CH2:9][CH2:8]1)(=[O:5])=[O:6])[CH3:3]. The yield is 0.860.